Dataset: Forward reaction prediction with 1.9M reactions from USPTO patents (1976-2016). Task: Predict the product of the given reaction. (1) Given the reactants C(O[CH2:10][CH2:11][S:12]([CH2:15][CH2:16][CH2:17][O:18][CH2:19][CH2:20][C:21]1[CH:26]=[CH:25][CH:24]=[CH:23][CH:22]=1)(=[O:14])=[O:13])(=O)C1C=CC=CC=1.N12CCCN=C1CCCCC2, predict the reaction product. The product is: [CH:11]([S:12]([CH2:15][CH2:16][CH2:17][O:18][CH2:19][CH2:20][C:21]1[CH:22]=[CH:23][CH:24]=[CH:25][CH:26]=1)(=[O:14])=[O:13])=[CH2:10]. (2) Given the reactants [Cl:1][C:2]1[CH:7]=[CH:6][C:5]([C:8]2(O)[CH2:13][CH2:12][N:11]([CH2:14][CH2:15][CH:16]=[C:17]3[C:27]4[C:22](=[N:23][CH:24]=[CH:25][CH:26]=4)[O:21][C:20]4[CH:28]=[CH:29][CH:30]=[C:31]([OH:32])[C:19]=4[CH2:18]3)[CH2:10][CH2:9]2)=[CH:4][CH:3]=1.Cl[C:35]1C=CC(C2CCN(CCC=C3C4C(=NC=CC=4)OC4C=CC=C(O)C=4C3)CC2)=C[CH:36]=1, predict the reaction product. The product is: [Cl:1][C:2]1[CH:3]=[CH:4][C:5]([CH:8]2[CH2:9][CH2:10][N:11]([CH2:14][CH2:15][CH:16]=[C:17]3[C:27]4[C:22](=[N:23][CH:24]=[CH:25][CH:26]=4)[O:21][C:20]4[CH:28]=[CH:29][CH:30]=[C:31]([O:32][CH2:35][CH3:36])[C:19]=4[CH2:18]3)[CH2:12][CH2:13]2)=[CH:6][CH:7]=1. (3) Given the reactants [Cl:1]N1C(=O)CCC1=O.[CH3:9][CH:10]([CH3:40])[C:11]([O:13][C@@H:14]1[C@@H:18]([CH2:19][O:20][C:21](=[O:25])[CH:22]([CH3:24])[CH3:23])[O:17][C@@H:16]([N:26]2[C:30]3[N:31]=[C:32]([NH:37][CH:38]=[O:39])[N:33]=[C:34]([O:35][CH3:36])[C:29]=3[CH:28]=[CH:27]2)[CH2:15]1)=[O:12], predict the reaction product. The product is: [Cl:1][C:28]1[C:29]2[C:34]([O:35][CH3:36])=[N:33][C:32]([NH:37][CH:38]=[O:39])=[N:31][C:30]=2[N:26]([C@@H:16]2[O:17][C@H:18]([CH2:19][O:20][C:21](=[O:25])[CH:22]([CH3:23])[CH3:24])[C@@H:14]([O:13][C:11](=[O:12])[CH:10]([CH3:40])[CH3:9])[CH2:15]2)[CH:27]=1.